This data is from Reaction yield outcomes from USPTO patents with 853,638 reactions. The task is: Predict the reaction yield, written as a fraction of the theoretical maximum amount of product (1.0 means a 100% yield; for example, 0.34 means a 34% yield). The reactants are [CH3:1][O:2][C:3]1[CH:4]=[C:5]2[C:10](=[CH:11][C:12]=1[O:13][CH3:14])[N:9]=[CH:8][CH:7]=[C:6]2[O:15][C:16]1[CH:22]=[CH:21][C:19]([NH2:20])=[C:18]([CH3:23])[C:17]=1[CH3:24].[C:25]1(C)C=C[CH:28]=[CH:27][CH:26]=1.[CH2:32]([N:34]([CH2:37]C)CC)C.ClC(Cl)([O:42][C:43](=O)[O:44]C(Cl)(Cl)Cl)Cl. The catalyst is C(Cl)Cl. The product is [CH3:1][O:2][C:3]1[CH:4]=[C:5]2[C:10](=[CH:11][C:12]=1[O:13][CH3:14])[N:9]=[CH:8][CH:7]=[C:6]2[O:15][C:16]1[CH:22]=[CH:21][C:19]([NH:20][C:43](=[O:42])[O:44][CH2:25][CH2:26][CH2:27][CH2:28][N:34]([CH3:37])[CH3:32])=[C:18]([CH3:23])[C:17]=1[CH3:24]. The yield is 0.250.